This data is from Reaction yield outcomes from USPTO patents with 853,638 reactions. The task is: Predict the reaction yield, written as a fraction of the theoretical maximum amount of product (1.0 means a 100% yield; for example, 0.34 means a 34% yield). (1) The reactants are CC(N=NC(C#N)(C)C)(C#N)C.C1C(=O)N(Br)C(=[O:16])C1.[F:21][C:22]1[CH:27]=[CH:26][C:25]([C:28]2[O:54][C:31]3=[N:32][CH:33]=[C:34]([C:36]4[CH:37]=[C:38]([CH:51]=[CH:52][CH:53]=4)[C:39]([NH:41][C:42]4([C:45]5[CH:50]=[CH:49][CH:48]=[CH:47][CH:46]=5)[CH2:44][CH2:43]4)=[O:40])[CH:35]=[C:30]3[C:29]=2[CH3:55])=[CH:24][CH:23]=1.C[N+]1([O-])CCOCC1. The catalyst is C(Cl)(Cl)(Cl)Cl.CCOC(C)=O. The product is [F:21][C:22]1[CH:23]=[CH:24][C:25]([C:28]2[O:54][C:31]3=[N:32][CH:33]=[C:34]([C:36]4[CH:37]=[C:38]([CH:51]=[CH:52][CH:53]=4)[C:39]([NH:41][C:42]4([C:45]5[CH:50]=[CH:49][CH:48]=[CH:47][CH:46]=5)[CH2:43][CH2:44]4)=[O:40])[CH:35]=[C:30]3[C:29]=2[CH:55]=[O:16])=[CH:26][CH:27]=1. The yield is 0.540. (2) The reactants are [C:1]([OH:11])(=O)[CH:2]=[CH:3][C:4]1[CH:9]=[CH:8][CH:7]=[CH:6][CH:5]=1.Cl.[CH3:13][C:14]1[C:18]([CH2:19][N:20]2[CH:24]=[C:23]([NH2:25])[CH:22]=[N:21]2)=[C:17]([CH3:26])[O:16][N:15]=1. No catalyst specified. The product is [CH3:13][C:14]1[C:18]([CH2:19][N:20]2[CH:24]=[C:23]([NH:25][C:1](=[O:11])[CH:2]=[CH:3][C:4]3[CH:5]=[CH:6][CH:7]=[CH:8][CH:9]=3)[CH:22]=[N:21]2)=[C:17]([CH3:26])[O:16][N:15]=1. The yield is 0.0400. (3) The reactants are C([O:4][CH2:5][C:6]([N:8]1[CH2:13][CH2:12][CH2:11][CH:10]([O:14][C:15]2[CH:16]=[C:17]3[C:22](=[CH:23][C:24]=2[O:25][CH3:26])[N:21]=[CH:20][N:19]=[C:18]3[NH:27][C:28]2[CH:33]=[CH:32][CH:31]=[C:30]([Cl:34])[C:29]=2[F:35])[CH2:9]1)=[O:7])(=O)C.C(=O)([O-])[O-].[K+].[K+]. The product is [Cl:34][C:30]1[C:29]([F:35])=[C:28]([CH:33]=[CH:32][CH:31]=1)[NH:27][C:18]1[C:17]2[C:22](=[CH:23][C:24]([O:25][CH3:26])=[C:15]([O:14][CH:10]3[CH2:11][CH2:12][CH2:13][N:8]([C:6](=[O:7])[CH2:5][OH:4])[CH2:9]3)[CH:16]=2)[N:21]=[CH:20][N:19]=1. The catalyst is CO. The yield is 0.670. (4) The reactants are FC1C=CC=CC=1C(Cl)=O.[CH3:11][S:12]([C:15]1[CH:16]=[C:17]([CH:21]=[CH:22][CH:23]=1)[C:18](Cl)=[O:19])(=[O:14])=[O:13].[NH2:24][C:25]1[CH:26]=[C:27]([CH:38]=[CH:39][N:40]=1)[C:28]([NH:30][CH2:31][C:32]1[CH:37]=[CH:36][CH:35]=[CH:34][CH:33]=1)=[O:29]. No catalyst specified. The product is [CH2:31]([NH:30][C:28](=[O:29])[C:27]1[CH:38]=[CH:39][N:40]=[C:25]([NH:24][C:18](=[O:19])[C:17]2[CH:21]=[CH:22][CH:23]=[C:15]([S:12]([CH3:11])(=[O:14])=[O:13])[CH:16]=2)[CH:26]=1)[C:32]1[CH:37]=[CH:36][CH:35]=[CH:34][CH:33]=1. The yield is 0.360. (5) The product is [CH3:20][O:12][C:11]([C:8]1[C:7]2[C:2]([CH3:1])=[CH:3][C:4]([CH3:14])=[CH:5][C:6]=2[S:10][N:9]=1)=[O:13]. The yield is 0.940. The catalyst is CO. The reactants are [CH3:1][C:2]1[C:7]2[C:8]([C:11]([OH:13])=[O:12])=[N:9][S:10][C:6]=2[CH:5]=[C:4]([CH3:14])[CH:3]=1.OS(O)(=O)=O.[C:20]([O-])(O)=O.[Na+]. (6) The reactants are [OH:1][CH:2]([C:4]([CH3:18])([CH:16]=[CH2:17])[C:5]([N:7]1[C@@H:11]([CH:12]([CH3:14])[CH3:13])[CH2:10][O:9][C:8]1=[O:15])=[O:6])[CH3:3].[Si:19](Cl)([C:22]([CH3:25])([CH3:24])[CH3:23])([CH3:21])[CH3:20].N1C=CN=C1. The catalyst is CN(C)C=O. The product is [C:22]([Si:19]([CH3:21])([CH3:20])[O:1][CH:2]([C:4]([CH3:18])([CH:16]=[CH2:17])[C:5]([N:7]1[C@@H:11]([CH:12]([CH3:13])[CH3:14])[CH2:10][O:9][C:8]1=[O:15])=[O:6])[CH3:3])([CH3:25])([CH3:24])[CH3:23]. The yield is 0.690.